From a dataset of Reaction yield outcomes from USPTO patents with 853,638 reactions. Predict the reaction yield, written as a fraction of the theoretical maximum amount of product (1.0 means a 100% yield; for example, 0.34 means a 34% yield). (1) The reactants are [CH2:1]([C:8]1[C:17]([C:18]2[CH:23]=[CH:22][N:21]=[C:20]([NH:24][CH:25]3[CH2:29][CH2:28][CH2:27][CH2:26]3)[N:19]=2)=[C:11]2[CH:12]=[CH:13][CH:14]=[C:15](Cl)[N:10]2[N:9]=1)[C:2]1[CH:7]=[CH:6][CH:5]=[CH:4][CH:3]=1.[CH:30]1([NH2:35])[CH2:34][CH2:33][CH2:32][CH2:31]1. No catalyst specified. The product is [CH2:1]([C:8]1[C:17]([C:18]2[CH:23]=[CH:22][N:21]=[C:20]([NH:24][CH:25]3[CH2:29][CH2:28][CH2:27][CH2:26]3)[N:19]=2)=[C:11]2[CH:12]=[CH:13][CH:14]=[C:15]([NH:35][CH:30]3[CH2:34][CH2:33][CH2:32][CH2:31]3)[N:10]2[N:9]=1)[C:2]1[CH:7]=[CH:6][CH:5]=[CH:4][CH:3]=1. The yield is 0.320. (2) The reactants are P([O-])([O-])([O-])=O.[K+].[K+].[K+].Cl[C:10]1[CH:11]=[CH:12][C:13]2[N:19]3[CH2:20][C@H:16]([CH2:17][CH2:18]3)[N:15]([C:21]([NH:23][C:24]3[CH:29]=[N:28][CH:27]=[CH:26][N:25]=3)=[O:22])[C:14]=2[N:30]=1.[CH2:31]([C:33]1[CH:38]=[C:37](B(O)O)[CH:36]=[CH:35][N:34]=1)[CH3:32].CC(C1C=C(C(C)C)C(C2C=CC=CC=2P(C2CCCCC2)C2CCCCC2)=C(C(C)C)C=1)C. The catalyst is C(O)CCC.O.C1C=CC(/C=C/C(/C=C/C2C=CC=CC=2)=O)=CC=1.C1C=CC(/C=C/C(/C=C/C2C=CC=CC=2)=O)=CC=1.C1C=CC(/C=C/C(/C=C/C2C=CC=CC=2)=O)=CC=1.[Pd].[Pd]. The product is [CH2:31]([C:33]1[CH:38]=[C:37]([C:10]2[CH:11]=[CH:12][C:13]3[N:19]4[CH2:20][C@H:16]([CH2:17][CH2:18]4)[N:15]([C:21]([NH:23][C:24]4[CH:29]=[N:28][CH:27]=[CH:26][N:25]=4)=[O:22])[C:14]=3[N:30]=2)[CH:36]=[CH:35][N:34]=1)[CH3:32]. The yield is 0.567. (3) The reactants are [C:1]([O:5][C:6]([NH:8][CH2:9][CH2:10][CH2:11][CH2:12][CH2:13][NH2:14])=[O:7])([CH3:4])([CH3:3])[CH3:2].C(N(CC)CC)C.[Cl:22][CH2:23][CH2:24][S:25](Cl)(=[O:27])=[O:26]. The catalyst is ClCCl. The product is [C:1]([O:5][C:6]([NH:8][CH2:9][CH2:10][CH2:11][CH2:12][CH2:13][NH:14][S:25]([CH2:24][CH2:23][Cl:22])(=[O:27])=[O:26])=[O:7])([CH3:4])([CH3:3])[CH3:2]. The yield is 1.00.